Dataset: Reaction yield outcomes from USPTO patents with 853,638 reactions. Task: Predict the reaction yield, written as a fraction of the theoretical maximum amount of product (1.0 means a 100% yield; for example, 0.34 means a 34% yield). The catalyst is C1COCC1. The product is [F:1][C:2]([F:13])([F:14])[C:3]1[CH:11]=[C:10]2[C:6]([CH2:7][CH2:8][CH:9]2[OH:12])=[CH:5][CH:4]=1. The reactants are [F:1][C:2]([F:14])([F:13])[C:3]1[CH:11]=[C:10]2[C:6]([CH2:7][CH2:8][C:9]2=[O:12])=[CH:5][CH:4]=1.[BH4-].[Na+].CO. The yield is 0.680.